From a dataset of Forward reaction prediction with 1.9M reactions from USPTO patents (1976-2016). Predict the product of the given reaction. Given the reactants [C:1]1([CH2:7][N:8]([CH2:20][C:21]2[CH:26]=[CH:25][CH:24]=[CH:23][CH:22]=2)[CH2:9][CH2:10][CH2:11][NH:12][CH2:13][CH2:14][C:15]([O:17]CC)=O)[CH:6]=[CH:5][CH:4]=[CH:3][CH:2]=1.Cl.CC(O)C.[O:32]([C:34]#[N:35])[K].Cl, predict the reaction product. The product is: [C:21]1([CH2:20][N:8]([CH2:7][C:1]2[CH:2]=[CH:3][CH:4]=[CH:5][CH:6]=2)[CH2:9][CH2:10][CH2:11][N:12]2[CH2:13][CH2:14][C:15](=[O:17])[NH:35][C:34]2=[O:32])[CH:22]=[CH:23][CH:24]=[CH:25][CH:26]=1.